From a dataset of Catalyst prediction with 721,799 reactions and 888 catalyst types from USPTO. Predict which catalyst facilitates the given reaction. (1) Reactant: O.[OH-].[Li+].[CH:4]1([CH:9]([C:24]2[CH:29]=[CH:28][C:27]([CH2:30][N:31]3[C:36](=[O:37])[CH2:35][O:34][C:33]([C:38]4[CH:43]=[CH:42][CH:41]=[CH:40][CH:39]=4)=[N:32]3)=[CH:26][CH:25]=2)[C:10]([NH:12][CH2:13][CH2:14][CH2:15][C:16]2([CH2:19][C:20]([O:22]C)=[O:21])[CH2:18][CH2:17]2)=[O:11])[CH2:8][CH2:7][CH2:6][CH2:5]1. Product: [CH:4]1([CH:9]([C:24]2[CH:25]=[CH:26][C:27]([CH2:30][N:31]3[C:36](=[O:37])[CH2:35][O:34][C:33]([C:38]4[CH:43]=[CH:42][CH:41]=[CH:40][CH:39]=4)=[N:32]3)=[CH:28][CH:29]=2)[C:10]([NH:12][CH2:13][CH2:14][CH2:15][C:16]2([CH2:19][C:20]([OH:22])=[O:21])[CH2:18][CH2:17]2)=[O:11])[CH2:5][CH2:6][CH2:7][CH2:8]1. The catalyst class is: 20. (2) Reactant: [C:1]1(=[O:6])[CH2:5][CH2:4][CH2:3][CH2:2]1.C([N-]C(C)C)(C)C.[Li+].[CH:15]1([C:18]2[N:22]([C:23]([O:25][C:26]([CH3:29])([CH3:28])[CH3:27])=[O:24])[C:21]3[CH:30]=[C:31]([C:36]4[C:37]([CH3:42])=[N:38][O:39][C:40]=4[CH3:41])[CH:32]=[C:33]([CH:34]=[O:35])[C:20]=3[N:19]=2)[CH2:17][CH2:16]1. Product: [CH:15]1([C:18]2[N:22]([C:23]([O:25][C:26]([CH3:29])([CH3:28])[CH3:27])=[O:24])[C:21]3[CH:30]=[C:31]([C:36]4[C:37]([CH3:42])=[N:38][O:39][C:40]=4[CH3:41])[CH:32]=[C:33]([CH:34]([OH:35])[CH:2]4[CH2:3][CH2:4][CH2:5][CH:1]4[OH:6])[C:20]=3[N:19]=2)[CH2:16][CH2:17]1. The catalyst class is: 1. (3) Reactant: [C:1]12([C:11]([NH:13][NH2:14])=[O:12])[CH2:10][CH:5]3[CH2:6][CH:7]([CH2:9][CH:3]([CH2:4]3)[CH2:2]1)[CH2:8]2.[CH3:15][C:16](=O)[CH2:17][C:18](=[O:20])[CH3:19]. Product: [CH3:15][C:16](=[N:14][NH:13][C:11]([C:1]12[CH2:10][CH:5]3[CH2:4][CH:3]([CH2:9][CH:7]([CH2:6]3)[CH2:8]1)[CH2:2]2)=[O:12])[CH2:17][C:18](=[O:20])[CH3:19]. The catalyst class is: 8.